This data is from Full USPTO retrosynthesis dataset with 1.9M reactions from patents (1976-2016). The task is: Predict the reactants needed to synthesize the given product. (1) Given the product [BrH:1].[Br:11][C:8]1[CH:9]=[CH:10][C:5]([C:3]2[N:12]=[C:13]3[CH:18]=[C:17]([C:19]([O:21][CH3:22])=[O:20])[CH:16]=[CH:15][N:14]3[CH:2]=2)=[CH:6][CH:7]=1, predict the reactants needed to synthesize it. The reactants are: [Br:1][CH2:2][C:3]([C:5]1[CH:10]=[CH:9][C:8]([Br:11])=[CH:7][CH:6]=1)=O.[NH2:12][C:13]1[CH:18]=[C:17]([C:19]([O:21][CH3:22])=[O:20])[CH:16]=[CH:15][N:14]=1. (2) Given the product [CH2:24]([N:17]1[CH2:18][CH2:19][C:12]2([C:11](=[O:21])[N:10]([C:7]3[CH:8]=[CH:9][C:4]([O:3][C:2]([F:1])([F:22])[F:23])=[CH:5][CH:6]=3)[CH2:14][CH2:13]2)[CH2:15][C:16]1=[O:20])[CH3:25], predict the reactants needed to synthesize it. The reactants are: [F:1][C:2]([F:23])([F:22])[O:3][C:4]1[CH:9]=[CH:8][C:7]([N:10]2[CH2:14][CH2:13][C:12]3([CH2:19][CH2:18][NH:17][C:16](=[O:20])[CH2:15]3)[C:11]2=[O:21])=[CH:6][CH:5]=1.[CH2:24](I)[CH3:25]. (3) Given the product [N:27]([C@@H:30]1[CH2:34][N:33]([C:35]([O:37][CH2:38][C:39]2[CH:44]=[CH:43][C:42]([N+:45]([O-:47])=[O:46])=[CH:41][CH:40]=2)=[O:36])[C@H:32]([C:48]([C:50]2[N:51]=[CH:52][N:53]3[CH:57]=[C:56]([C:8]4[C@H:9]([CH3:10])[C@@H:5]5[C@@H:4]([C@H:2]([OH:1])[CH3:3])[C:25](=[O:26])[N:6]5[C:7]=4[C:12]([O:14][CH2:15][C:16]4[CH:17]=[CH:18][C:19]([N+:22]([O-:24])=[O:23])=[CH:20][CH:21]=4)=[O:13])[S:55][C:54]=23)=[O:49])[CH2:31]1)=[N+:28]=[N-:29], predict the reactants needed to synthesize it. The reactants are: [OH:1][C@@H:2]([C@H:4]1[C:25](=[O:26])[N:6]2[C@@H:7]([C:12]([O:14][CH2:15][C:16]3[CH:21]=[CH:20][C:19]([N+:22]([O-:24])=[O:23])=[CH:18][CH:17]=3)=[O:13])[C:8](=O)[C@H:9]([CH3:10])[C@H:5]12)[CH3:3].[N:27]([C@@H:30]1[CH2:34][N:33]([C:35]([O:37][CH2:38][C:39]2[CH:44]=[CH:43][C:42]([N+:45]([O-:47])=[O:46])=[CH:41][CH:40]=2)=[O:36])[C@H:32]([C:48]([C:50]2[N:51]=[CH:52][N:53]3[CH:57]=[C:56]([Sn](CCCC)(CCCC)CCCC)[S:55][C:54]=23)=[O:49])[CH2:31]1)=[N+:28]=[N-:29]. (4) Given the product [CH:1]1([CH2:4][O:5][C:6]2[N:11]=[C:10]([C:12]([N:26]3[CH2:27][CH2:28][C:24]([CH2:29][OH:30])([C:23]([F:31])([F:32])[F:22])[CH2:25]3)=[O:14])[CH:9]=[CH:8][C:7]=2[N:15]2[CH2:18][C:17]([F:20])([F:19])[CH2:16]2)[CH2:2][CH2:3]1, predict the reactants needed to synthesize it. The reactants are: [CH:1]1([CH2:4][O:5][C:6]2[N:11]=[C:10]([C:12]([OH:14])=O)[CH:9]=[CH:8][C:7]=2[N:15]2[CH2:18][C:17]([F:20])([F:19])[CH2:16]2)[CH2:3][CH2:2]1.Cl.[F:22][C:23]([F:32])([F:31])[C:24]1([CH2:29][OH:30])[CH2:28][CH2:27][NH:26][CH2:25]1. (5) Given the product [NH2:1][C:2]1[C:11]2=[CH:12][N:13]([CH:15]3[O:19][CH:18]([CH2:20][OH:21])[CH:17]([O:39][C:40](=[O:46])[CH2:41][CH2:42][CH2:43][CH2:44][CH3:45])[C:16]3([OH:48])[CH3:47])[N:14]=[C:9]3[C:10]2=[C:4]([C:5](=[O:49])[NH:6][N:7]=[CH:8]3)[CH:3]=1, predict the reactants needed to synthesize it. The reactants are: [NH2:1][C:2]1[C:11]2=[CH:12][N:13]([CH:15]3[O:19][CH:18]([C:20](C4C=CC=CC=4)(C4C=CC=CC=4)[O:21][SiH2]C(C)(C)C)[CH:17]([O:39][C:40](=[O:46])[CH2:41][CH2:42][CH2:43][CH2:44][CH3:45])[C:16]3([OH:48])[CH3:47])[N:14]=[C:9]3[C:10]2=[C:4]([C:5](=[O:49])[NH:6][N:7]=[CH:8]3)[CH:3]=1.CCCC[N+](CCCC)(CCCC)CCCC.[F-].